The task is: Binary Classification. Given a miRNA mature sequence and a target amino acid sequence, predict their likelihood of interaction.. This data is from Experimentally validated miRNA-target interactions with 360,000+ pairs, plus equal number of negative samples. (1) The miRNA is hsa-miR-5194 with sequence UGAGGGGUUUGGAAUGGGAUGG. The protein sequence of the target gene is MSVKEGAQRKWAALKEKLGPQDSDPTEANLESADPELCIRLLQMPSVVNYSGLRKRLEGSDGGWMVQFLEQSGLDLLLEALARLSGRGVARISDALLQLTCVSCVRAVMNSRQGIEYILSNQGYVRQLSQALDTSNVMVKKQVFELLAALCIYSPEGHVLTLDALDHYKTVCSQQYRFSIVMNELSGSDNVPYVVTLLSVINAVILGPEDLRARTQLRNEFIGLQLLDVLARLRDLEDADLLIQLEAFEEAKAEDEEELLRVSGGVDMSSHQEVFASLFHKVSCSPVSAQLLSVLQGLLH.... Result: 0 (no interaction). (2) Result: 0 (no interaction). The protein sequence of the target gene is MGLETEKADVQLFMDDDSYSHHSGLEYADPEKFADSDQDRDPHRLNSHLKLGFEDVIAEPVTTHSFDKVWICSHALFEISKYVMYKFLTVFLAIPLAFIAGILFATLSCLHIWILMPFVKTCLMVLPSVQTIWKSVTDVIIAPLCTSVGRCFSSVSLQLSQD. The miRNA is mmu-miR-203-3p with sequence GUGAAAUGUUUAGGACCACUAG. (3) The miRNA is hsa-miR-149-3p with sequence AGGGAGGGACGGGGGCUGUGC. The protein sequence of the target gene is MACAEFSFHVPSLEELAGVMQKGLKDNFADVQVSVVDCPDLTKEPFTFPVKGICGKTRIAEVGGVPYLLPLVNQKKVYDLNKIAKEIKLPGAFILGAGAGPFQTLGFNSEFMPVIQTESEHKPPVNGSYFAHVNPADGGCLLEKYSEKCHDFQCALLANLFASEGQPGKVIEVKAKRRTGPLNFVTCMRETLEKHYGNKPIGMGGTFIIQKGKVKSHIMPAEFSSCPLNSDEEVNKWLHFYEMKAPLVCLPVFVSRDPGFDLRLEHTHFFSRHGEGGHYHYDTTPDIVEYLGYFLPAEFL.... Result: 1 (interaction). (4) The miRNA is mmu-miR-106b-5p with sequence UAAAGUGCUGACAGUGCAGAU. The protein sequence of the target gene is MNMEIGHPHEGKDDLGDKRVIMGTKFPMELGIRVGLGKEDSRCGESPVVSNKCEGRMAPPETKFPLSKGLEMGLERQNISRTVMQRGSLGVDSVSASQGTKPSLLPGRMGLENESLLAGYTHERIIQPPLGRVCGSSQAAGSRRAPLASGPEGVEELVGKPAFVMEPRQEMEKESTCVLMKPNTEIKLPVEVDIGLTQAEGPDETKNTEPQMGLVIEPPQCQFAQQHEQRKEAGNIESGVEPPDRIRPIYSGKFFDRTPCWPSAGKVIPVGYRVATCLTEKLPRLITPPEAKKYFNFRYP.... Result: 0 (no interaction). (5) The miRNA is hsa-miR-194-3p with sequence CCAGUGGGGCUGCUGUUAUCUG. The protein sequence of the target gene is MSGGSSCSQTPSRAIPATRRVVLGDGVQLPPGDYSTTPGGTLFSTTPGGTRIIYDRKFLMECRNSPVTKTPPRDLPTIPGVTSPSSDEPPMEASQSHLRNSPEDKRAGGEESQFEMDI. Result: 1 (interaction). (6) The miRNA is bta-miR-146a with sequence UGAGAACUGAAUUCCAUAGGUUGU. The protein sequence of the target gene is MELAHSLLLNEEAYNQLGEVQKAEFIFEWLRYLEKLLLATSRNDVREKQKTLVEQLLSLLNSSPGPPTRKLLAKNLAILYSIGDTFSVHEAIDKCNDLIRSKDDSPSYLPTKLAAVVCLGSLYKKLGRILGNTFTDTVGNILKAMKSAESQGRYEIMLSLQNILNGLGAAAAPCHRDVYKAARSCLTDRSMAVRCAAAKNEAIFMWSTDLDSVATLCFKSFEGSNYDVRISVSKLLGIILAKAVISKHPGTAASRQSIRRVSLEEVLELLGTGFLRGSSGFLRASGDMLKGTSSVSRDVR.... Result: 0 (no interaction).